From a dataset of Forward reaction prediction with 1.9M reactions from USPTO patents (1976-2016). Predict the product of the given reaction. (1) Given the reactants [N+:1]([O-:4])(O)=[O:2].[Br:5][CH2:6][C:7]1[C:8]2[CH:23]=[C:22]([OH:24])[C:21]([OH:25])=[CH:20][C:9]=2[S:10][C:11]=1[C:12]([N:14]1[CH2:19][CH2:18][O:17][CH2:16][CH2:15]1)=[O:13], predict the reaction product. The product is: [Br:5][CH2:6][C:7]1[C:8]2[CH:23]=[C:22]([OH:24])[C:21]([OH:25])=[C:20]([N+:1]([O-:4])=[O:2])[C:9]=2[S:10][C:11]=1[C:12]([N:14]1[CH2:19][CH2:18][O:17][CH2:16][CH2:15]1)=[O:13]. (2) The product is: [CH2:34]([N:26]1[C:27]2[C:23](=[CH:22][CH:21]=[CH:20][C:19]=2[C:16]2[N:15]=[C:14]([C:6]3[CH:7]=[CH:8][C:9]([O:10][CH:11]([CH3:12])[CH3:13])=[C:4]([Cl:3])[CH:5]=3)[O:18][N:17]=2)[C:24]([CH2:28][CH2:29][C:30]([O:32][CH2:5][CH2:4][CH2:9][CH3:8])=[O:31])=[CH:25]1)[CH2:35][CH2:36][CH3:37]. Given the reactants [OH-].[K+].[Cl:3][C:4]1[CH:5]=[C:6]([C:14]2[O:18][N:17]=[C:16]([C:19]3[CH:20]=[CH:21][CH:22]=[C:23]4[C:27]=3[NH:26][CH:25]=[C:24]4[CH2:28][CH2:29][C:30]([OH:32])=[O:31])[N:15]=2)[CH:7]=[CH:8][C:9]=1[O:10][CH:11]([CH3:13])[CH3:12].I[CH2:34][CH2:35][CH2:36][CH3:37], predict the reaction product. (3) Given the reactants CI.[Br:3][C:4]1[CH:5]=[C:6]([C:10]2[NH:14][N:13]=[N:12][CH:11]=2)[CH:7]=[CH:8][CH:9]=1.[C:15](=O)([O-])[O-].[K+].[K+], predict the reaction product. The product is: [Br:3][C:4]1[CH:5]=[C:6]([C:10]2[CH:11]=[N:12][N:13]([CH3:15])[N:14]=2)[CH:7]=[CH:8][CH:9]=1. (4) Given the reactants C1C=CC2N([OH:10])N=NC=2C=1.[NH:11]1CCC[CH2:13][CH2:12]1.C[N:18]([CH:20]=[O:21])[CH3:19].[NH:22]([C:31](OCC1C2C(=CC=CC=2)C2C1=CC=CC=2)=[O:32])[C@H:23]([C:28]([OH:30])=[O:29])CC(=O)N.[NH:48]([C:59]([O:61]CC1C2C(=CC=CC=2)C2C1=CC=CC=2)=O)[C@H:49](C(O)=O)[CH2:50][O:51][C:52]([CH3:55])([CH3:54])[CH3:53].[NH:76]([C:90]([O:92][C:93]([CH3:96])([CH3:95])[CH3:94])=[O:91])[C@H:77](C(O)=O)[CH2:78][CH2:79][C:80](=[O:86])[O:81][C:82]([CH3:85])([CH3:84])[CH3:83], predict the reaction product. The product is: [NH:76]([C:90]([O:92][C:93]([CH3:94])([CH3:95])[CH3:96])=[O:91])[C@H:77]([C:59]([NH:48][C@H:49]([C:20]([NH:18][C@H:19]([C:31]([NH:22][CH2:23][C:28]([OH:30])=[O:29])=[O:32])[CH2:13][C:12](=[O:10])[NH2:11])=[O:21])[CH2:50][O:51][C:52]([CH3:53])([CH3:54])[CH3:55])=[O:61])[CH2:78][CH2:79][C:80](=[O:86])[O:81][C:82]([CH3:83])([CH3:84])[CH3:85]. (5) The product is: [CH3:9][O:8][C:6]1[CH:7]=[C:2]2[C:3]([C:10]([OH:12])=[CH:11][N:13]=[N:1]2)=[CH:4][CH:5]=1. Given the reactants [NH2:1][C:2]1[CH:7]=[C:6]([O:8][CH3:9])[CH:5]=[CH:4][C:3]=1[C:10](=[O:12])[CH3:11].[N:13]([O-])=O.[Na+], predict the reaction product. (6) Given the reactants [F:1][C:2]([F:19])([F:18])[CH:3]([C:12]1[CH:17]=[CH:16][N:15]=[CH:14][CH:13]=1)[O:4][Si:5]([CH2:10][CH3:11])([CH2:8][CH3:9])[CH2:6][CH3:7].ClC1C=CC=C(C(OO)=[O:28])C=1.S([O-])([O-])=O.[Na+].[Na+], predict the reaction product. The product is: [F:19][C:2]([F:18])([F:1])[CH:3]([C:12]1[CH:17]=[CH:16][N+:15]([O-:28])=[CH:14][CH:13]=1)[O:4][Si:5]([CH2:8][CH3:9])([CH2:6][CH3:7])[CH2:10][CH3:11]. (7) Given the reactants [NH2:1][C@:2]([O:72][CH2:73][CH:74]=[CH2:75])([C:8]([NH:10][C@@H:11]([C:36]([NH:38][CH2:39][C:40]([NH:42][C@H:43]([C:52]([NH:54][C:55](OCC1C2C(=CC=CC=2)C2C1=CC=CC=2)=O)=[O:53])[CH2:44][C:45](=[O:51])[O:46][C:47]([CH3:50])([CH3:49])[CH3:48])=[O:41])=[O:37])[CH2:12][C:13](=[O:35])[NH:14][NH:15][C:16]([C:29]1[CH:34]=[CH:33][CH:32]=[CH:31][CH:30]=1)([C:23]1[CH:28]=[CH:27][CH:26]=[CH:25][CH:24]=1)[C:17]1[CH:22]=[CH:21][CH:20]=[CH:19][CH:18]=1)=[O:9])[CH2:3][CH2:4][C:5](=[O:7])[OH:6], predict the reaction product. The product is: [CH3:55][N:54]1[CH2:45][CH2:44][CH2:43][CH2:52]1.[NH2:1][C@:2]([O:72][CH2:73][CH:74]=[CH2:75])([C:8]([NH:10][C@@H:11]([C:36]([NH:38][CH2:39][C:40]([NH:42][C@H:43]([C:52]([NH2:54])=[O:53])[CH2:44][C:45](=[O:51])[O:46][C:47]([CH3:48])([CH3:49])[CH3:50])=[O:41])=[O:37])[CH2:12][C:13](=[O:35])[NH:14][NH:15][C:16]([C:23]1[CH:24]=[CH:25][CH:26]=[CH:27][CH:28]=1)([C:29]1[CH:34]=[CH:33][CH:32]=[CH:31][CH:30]=1)[C:17]1[CH:22]=[CH:21][CH:20]=[CH:19][CH:18]=1)=[O:9])[CH2:3][CH2:4][C:5](=[O:6])[OH:7].